The task is: Predict the reactants needed to synthesize the given product.. This data is from Retrosynthesis with 50K atom-mapped reactions and 10 reaction types from USPTO. (1) Given the product CNCC#Cc1c(F)ccc2c1/C(=C/c1[nH]ccc1OC)C(=O)N2, predict the reactants needed to synthesize it. The reactants are: C#CCNC.COc1cc[nH]c1/C=C1\C(=O)Nc2ccc(F)c(I)c21. (2) Given the product Cc1ccccc1Nc1c([N+](=O)[O-])cnc2ccccc12, predict the reactants needed to synthesize it. The reactants are: Cc1ccccc1N.O=[N+]([O-])c1cnc2ccccc2c1Cl.